This data is from Full USPTO retrosynthesis dataset with 1.9M reactions from patents (1976-2016). The task is: Predict the reactants needed to synthesize the given product. Given the product [CH3:94][O:93][C:89]1[CH:88]=[C:87]([NH:86][C:75]2[C:74]3[C:79](=[C:80]([CH3:82])[CH:81]=[C:72]([S:69]([C:65]4[CH:64]=[C:63]([C:60]5[CH:61]=[CH:62][C:57]([CH2:56][CH2:55][CH:54]=[O:53])=[CH:58][CH:59]=5)[CH:68]=[CH:67][CH:66]=4)(=[O:70])=[O:71])[CH:73]=3)[N:78]=[CH:77][C:76]=2[C:83]([NH2:85])=[O:84])[CH:92]=[CH:91][CH:90]=1, predict the reactants needed to synthesize it. The reactants are: COC1C=C(NC2C3C(=C(C)C=C(S(C4C=CC=C(C(=O)NC5C=CC(C6C=CC(CCCC=O)=CC=6)=CC=5)C=4)(=O)=O)C=3)N=CC=2C(N)=O)C=CC=1.[OH:53][CH2:54][CH2:55][CH2:56][C:57]1[CH:62]=[CH:61][C:60]([C:63]2[CH:68]=[CH:67][CH:66]=[C:65]([S:69]([C:72]3[CH:73]=[C:74]4[C:79](=[C:80]([CH3:82])[CH:81]=3)[N:78]=[CH:77][C:76]([C:83]([NH2:85])=[O:84])=[C:75]4[NH:86][C:87]3[CH:92]=[CH:91][CH:90]=[C:89]([O:93][CH3:94])[CH:88]=3)(=[O:71])=[O:70])[CH:64]=2)=[CH:59][CH:58]=1.